Dataset: HIV replication inhibition screening data with 41,000+ compounds from the AIDS Antiviral Screen. Task: Binary Classification. Given a drug SMILES string, predict its activity (active/inactive) in a high-throughput screening assay against a specified biological target. (1) The compound is CCOc1ccc(C2OCCC(C)O2)cc1OC. The result is 0 (inactive). (2) The compound is O=[N+]([O-])c1ccc(N2N=C(c3ccc4ccccc4c3O)CC2c2ccc(Cl)cc2)c([N+](=O)[O-])c1. The result is 0 (inactive). (3) The compound is Cc1cccc(C)c1NC(=O)CCc1nc(=S)[nH][nH]1. The result is 0 (inactive). (4) The result is 0 (inactive). The molecule is CCS(=O)(=O)O.CN(C)C(=O)c1cccc(COc2ccc(N3C(=N)NC(=N)NC3(C)C)cc2Cl)c1. (5) The compound is Cc1ccc(S(=O)(=O)c2[nH]cc(-c3c[nH]c(S(=O)(=O)c4ccc(C)cc4)c3C3CCCCC3)c2C2CCCCC2)cc1. The result is 0 (inactive). (6) The molecule is CN(C)c1nc(N(C)C)n2nc(-c3ccccc3[N+](=O)[O-])nc2n1. The result is 0 (inactive).